Dataset: Full USPTO retrosynthesis dataset with 1.9M reactions from patents (1976-2016). Task: Predict the reactants needed to synthesize the given product. (1) Given the product [F:1][C:2]([F:12])([C:6]1[CH:7]=[CH:8][CH:9]=[CH:10][CH:11]=1)[C:3]#[N:5], predict the reactants needed to synthesize it. The reactants are: [F:1][C:2]([F:12])([C:6]1[CH:11]=[CH:10][CH:9]=[CH:8][CH:7]=1)[C:3]([NH2:5])=O.N1C=CC=CC=1.C(OC(C(F)(F)F)=O)(C(F)(F)F)=O. (2) The reactants are: [CH2:1]([N:8]1[CH2:13][CH2:12][CH:11]([N:14]2[C:18]3[N:19]=[C:20](Cl)[N:21]=[C:22]([N:23]4[CH2:28][CH2:27][O:26][CH2:25][CH2:24]4)[C:17]=3[N:16]=[N:15]2)[CH2:10][CH2:9]1)[C:2]1[CH:7]=[CH:6][CH:5]=[CH:4][CH:3]=1.[CH3:30][O:31][CH2:32][O:33][C:34]1[CH:35]=[N:36][CH:37]=[C:38](B2OC(C)(C)C(C)(C)O2)[CH:39]=1. Given the product [N:19]1[CH:18]=[CH:17][CH:22]=[N:21][C:20]=1[NH2:36].[CH2:1]([N:8]1[CH2:13][CH2:12][CH:11]([N:14]2[C:18]3[N:19]=[C:20]([C:38]4[CH:37]=[N:36][CH:35]=[C:34]([O:33][CH2:32][O:31][CH3:30])[CH:39]=4)[N:21]=[C:22]([N:23]4[CH2:28][CH2:27][O:26][CH2:25][CH2:24]4)[C:17]=3[N:16]=[N:15]2)[CH2:10][CH2:9]1)[C:2]1[CH:7]=[CH:6][CH:5]=[CH:4][CH:3]=1, predict the reactants needed to synthesize it. (3) The reactants are: [CH3:1][O:2][CH2:3][O:4][CH2:5][C@@H:6]([NH2:8])[CH3:7].[CH3:9][C:10]1[CH:11]=[CH:12][C:13]([N:19]2[N:23]=[CH:22][CH:21]=[N:20]2)=[C:14]([CH:18]=1)[C:15](O)=[O:16]. Given the product [CH3:1][O:2][CH2:3][O:4][CH2:5][C@@H:6]([NH:8][C:15](=[O:16])[C:14]1[CH:18]=[C:10]([CH3:9])[CH:11]=[CH:12][C:13]=1[N:19]1[N:23]=[CH:22][CH:21]=[N:20]1)[CH3:7], predict the reactants needed to synthesize it. (4) Given the product [Cl:12][C:13]1[CH:20]=[CH:19][CH:18]=[CH:17][C:14]=1[CH:15]=[C:3]([C:2](=[O:1])[CH2:9][CH2:10][CH3:11])[C:4]([O:6][CH2:7][CH3:8])=[O:5], predict the reactants needed to synthesize it. The reactants are: [O:1]=[C:2]([CH2:9][CH2:10][CH3:11])[CH2:3][C:4]([O:6][CH2:7][CH3:8])=[O:5].[Cl:12][C:13]1[CH:20]=[CH:19][CH:18]=[CH:17][C:14]=1[CH:15]=O.N1CCCCC1.C(O)(=O)C. (5) The reactants are: [Br:1][C:2]1[CH:3]=[C:4]([CH:10]=[CH:11][CH:12]=1)[O:5][CH2:6][C@H:7]1[CH2:9][O:8]1.[CH3:13][NH2:14]. Given the product [Br:1][C:2]1[CH:3]=[C:4]([CH:10]=[CH:11][CH:12]=1)[O:5][CH2:6][C@H:7]([OH:8])[CH2:9][NH:14][CH3:13], predict the reactants needed to synthesize it. (6) Given the product [NH2:29][C:10]1[C:11]2[C:12](=[N:13][CH:14]=[C:15]([C:23]3[CH:28]=[CH:27][CH:26]=[CH:25][CH:24]=3)[C:16]=2[N:17]2[CH2:18][CH2:19][N:20]([C:37]([O:36][C:33]([CH3:35])([CH3:34])[CH3:32])=[O:38])[CH2:21][CH2:22]2)[N:8]([CH2:7][C:6]2[CH:5]=[CH:4][C:3]([O:2][CH3:1])=[CH:31][CH:30]=2)[N:9]=1, predict the reactants needed to synthesize it. The reactants are: [CH3:1][O:2][C:3]1[CH:31]=[CH:30][C:6]([CH2:7][N:8]2[C:12]3=[N:13][CH:14]=[C:15]([C:23]4[CH:28]=[CH:27][CH:26]=[CH:25][CH:24]=4)[C:16]([N:17]4[CH2:22][CH2:21][NH:20][CH2:19][CH2:18]4)=[C:11]3[C:10]([NH2:29])=[N:9]2)=[CH:5][CH:4]=1.[CH3:32][C:33]([O:36][C:37](O[C:37]([O:36][C:33]([CH3:35])([CH3:34])[CH3:32])=[O:38])=[O:38])([CH3:35])[CH3:34].O. (7) Given the product [C:36]([O:40][C:41](=[O:65])[CH2:42][N:43]([S:55]([C:58]1[CH:63]=[CH:62][C:61]([C:16]2[CH:15]=[CH:14][C:13]([C:12]3[C:11]4[CH:28]=[CH:29][CH:30]=[CH:31][C:10]=4[O:9][C:8]=3[CH2:1][C:2]3[CH:7]=[CH:6][CH:5]=[CH:4][CH:3]=3)=[CH:18][CH:17]=2)=[CH:60][CH:59]=1)(=[O:57])=[O:56])[CH2:44][C:45]1[CH:50]=[CH:49][CH:48]=[C:47]([C:51]([F:54])([F:53])[F:52])[CH:46]=1)([CH3:39])([CH3:38])[CH3:37], predict the reactants needed to synthesize it. The reactants are: [CH2:1]([C:8]1[O:9][C:10]2[CH:31]=[CH:30][CH:29]=[CH:28][C:11]=2[C:12]=1[C:13]1[CH:18]=[CH:17][C:16](B2OC(C)(C)C(C)(C)O2)=[CH:15][CH:14]=1)[C:2]1[CH:7]=[CH:6][CH:5]=[CH:4][CH:3]=1.CS(C)=O.[C:36]([O:40][C:41](=[O:65])[CH2:42][N:43]([S:55]([C:58]1[CH:63]=[CH:62][C:61](Br)=[CH:60][CH:59]=1)(=[O:57])=[O:56])[CH2:44][C:45]1[CH:50]=[CH:49][CH:48]=[C:47]([C:51]([F:54])([F:53])[F:52])[CH:46]=1)([CH3:39])([CH3:38])[CH3:37].P([O-])([O-])([O-])=O.[K+].[K+].[K+].